Dataset: Reaction yield outcomes from USPTO patents with 853,638 reactions. Task: Predict the reaction yield, written as a fraction of the theoretical maximum amount of product (1.0 means a 100% yield; for example, 0.34 means a 34% yield). The reactants are Br[C:2]1[N:3]([CH2:21][C:22](=[O:24])[CH3:23])[C:4]2[C:9]([C:10]=1[CH:11]1[CH2:16][CH2:15][CH2:14][CH2:13][CH2:12]1)=[CH:8][CH:7]=[C:6]([C:17]([O:19][CH3:20])=[O:18])[CH:5]=2.[CH3:25][C:26]1[CH:27]=[CH:28][C:29](B2OC(C)(C)C(C)(C)O2)=[C:30]([NH2:32])[CH:31]=1.C(=O)([O-])O.[Na+]. The catalyst is COCCOC.O.C1C=CC([P]([Pd]([P](C2C=CC=CC=2)(C2C=CC=CC=2)C2C=CC=CC=2)([P](C2C=CC=CC=2)(C2C=CC=CC=2)C2C=CC=CC=2)[P](C2C=CC=CC=2)(C2C=CC=CC=2)C2C=CC=CC=2)(C2C=CC=CC=2)C2C=CC=CC=2)=CC=1. The product is [NH2:32][C:30]1[CH:31]=[C:26]([CH3:25])[CH:27]=[CH:28][C:29]=1[C:2]1[N:3]([CH2:21][C:22](=[O:24])[CH3:23])[C:4]2[C:9]([C:10]=1[CH:11]1[CH2:16][CH2:15][CH2:14][CH2:13][CH2:12]1)=[CH:8][CH:7]=[C:6]([C:17]([O:19][CH3:20])=[O:18])[CH:5]=2. The yield is 0.970.